Dataset: Full USPTO retrosynthesis dataset with 1.9M reactions from patents (1976-2016). Task: Predict the reactants needed to synthesize the given product. (1) Given the product [CH3:1][C:2]1[CH:3]=[C:4]2[C:8](=[CH:9][CH:10]=1)[N:7]([CH:18]1[CH2:23][CH2:22][N:21]([C:24]([O:26][C:27]([CH3:30])([CH3:29])[CH3:28])=[O:25])[CH2:20][CH2:19]1)[N:6]=[CH:5]2, predict the reactants needed to synthesize it. The reactants are: [CH3:1][C:2]1[CH:3]=[C:4]2[C:8](=[CH:9][CH:10]=1)[NH:7][N:6]=[CH:5]2.[H-].[Na+].CS(O[CH:18]1[CH2:23][CH2:22][N:21]([C:24]([O:26][C:27]([CH3:30])([CH3:29])[CH3:28])=[O:25])[CH2:20][CH2:19]1)(=O)=O. (2) Given the product [Cl:15][C:9]1[CH:10]=[CH:11][CH:3]=[C:4]2[C:8]=1[NH:7][C:6](=[O:12])[C:5]2([CH3:14])[CH3:13], predict the reactants needed to synthesize it. The reactants are: CO[C:3]1[CH:11]=[CH:10][CH:9]=[C:8]2[C:4]=1[C:5]([CH3:14])([CH3:13])[C:6](=[O:12])[NH:7]2.[Cl:15]C1C=CC=C2C=1NC=C2. (3) Given the product [C:1]([O:5][C:6]([NH:8][C:9]1[C:13]2=[N:14][CH:15]=[C:16]([CH:18]=[O:27])[CH:17]=[C:12]2[S:11][C:10]=1[C:20]([O:22][CH3:23])=[O:21])=[O:7])([CH3:3])([CH3:2])[CH3:4], predict the reactants needed to synthesize it. The reactants are: [C:1]([O:5][C:6]([NH:8][C:9]1[C:13]2=[N:14][CH:15]=[C:16]([CH:18]=C)[CH:17]=[C:12]2[S:11][C:10]=1[C:20]([O:22][CH3:23])=[O:21])=[O:7])([CH3:4])([CH3:3])[CH3:2].C(Cl)Cl.[O:27]=[O+][O-].N#N. (4) Given the product [Cl:8][C:7]1[C:6]([N:20]2[CH2:21][CH2:22][CH:17]([C:13]3[CH:14]=[CH:15][CH:16]=[C:11]([F:10])[CH:12]=3)[CH2:18][CH2:19]2)=[CH:5][N:4]=[N:3][C:2]=1[NH:29][NH2:30], predict the reactants needed to synthesize it. The reactants are: Cl[C:2]1[N:3]=[N:4][CH:5]=[C:6](Cl)[C:7]=1[Cl:8].[F:10][C:11]1[CH:12]=[C:13]([CH:17]2[CH2:22][CH2:21][NH:20][CH2:19][CH2:18]2)[CH:14]=[CH:15][CH:16]=1.C(=O)([O-])[O-].[K+].[K+].[NH2:29][NH2:30]. (5) Given the product [N:1]1([NH2:16])[C:5]2=[CH:6][N:7]=[CH:8][CH:9]=[C:4]2[CH:3]=[CH:2]1, predict the reactants needed to synthesize it. The reactants are: [NH:1]1[C:5]2=[CH:6][N:7]=[CH:8][CH:9]=[C:4]2[CH:3]=[CH:2]1.CC(C)([O-])C.[K+].[NH2:16]Cl.